Dataset: Catalyst prediction with 721,799 reactions and 888 catalyst types from USPTO. Task: Predict which catalyst facilitates the given reaction. (1) Reactant: [C:1]([N:8]([CH2:10][C:11]([OH:13])=O)[CH3:9])([O:3][C:4]([CH3:7])([CH3:6])[CH3:5])=[O:2].C(N(CC)CC)C.ClC(OCC)=O.[CH3:27][C@@H:28]([NH:37][CH3:38])[C@H:29]([OH:36])[C:30]1[CH:35]=[CH:34][CH:33]=[CH:32][CH:31]=1. Product: [OH:36][C@H:29]([C:30]1[CH:35]=[CH:34][CH:33]=[CH:32][CH:31]=1)[C@H:28]([N:37]([CH3:38])[C:11](=[O:13])[CH2:10][N:8]([CH3:9])[C:1](=[O:2])[O:3][C:4]([CH3:5])([CH3:6])[CH3:7])[CH3:27]. The catalyst class is: 1. (2) Reactant: C(O[C:9]([N:11](C)[C:12](=[O:18])[C@H:13]([CH:15]([CH3:17])[CH3:16])[NH2:14])=O)C1C=CC=CC=1. Product: [CH3:9][NH:11][C:12](=[O:18])[C@H:13]([CH:15]([CH3:17])[CH3:16])[NH2:14]. The catalyst class is: 29. (3) Reactant: [CH:1]1[N:5]2[C:6]3[C:11]([CH2:12][CH2:13][C:4]2=[C:3]([CH2:14][OH:15])[N:2]=1)=[CH:10][CH:9]=[CH:8][CH:7]=3. Product: [CH:1]1[N:5]2[C:6]3[C:11]([CH2:12][CH2:13][C:4]2=[C:3]([CH:14]=[O:15])[N:2]=1)=[CH:10][CH:9]=[CH:8][CH:7]=3. The catalyst class is: 428. (4) Reactant: [H-].[Na+].[O:3]1[CH2:8][CH2:7][N:6]([C:9]2[CH:10]=[C:11]([N:21]([CH2:37][C:38]3[CH:43]=[CH:42][C:41]([O:44][CH3:45])=[CH:40][CH:39]=3)[C:22]3[N:27]=[C:26]([NH:28][C:29]4[CH:34]=[CH:33][CH:32]=[C:31]([O:35][CH3:36])[CH:30]=4)[CH:25]=[CH:24][N:23]=3)[CH:12]=[C:13]([N:15]3[CH2:20][CH2:19][O:18][CH2:17][CH2:16]3)[CH:14]=2)[CH2:5][CH2:4]1.Cl[CH:47]([CH3:49])[CH3:48]. Product: [O:18]1[CH2:17][CH2:16][N:15]([C:13]2[CH:12]=[C:11]([N:21]([CH2:37][C:38]3[CH:39]=[CH:40][C:41]([O:44][CH3:45])=[CH:42][CH:43]=3)[C:22]3[N:27]=[C:26]([N:28]([CH:47]([CH3:49])[CH3:48])[C:29]4[CH:34]=[CH:33][CH:32]=[C:31]([O:35][CH3:36])[CH:30]=4)[CH:25]=[CH:24][N:23]=3)[CH:10]=[C:9]([N:6]3[CH2:5][CH2:4][O:3][CH2:8][CH2:7]3)[CH:14]=2)[CH2:20][CH2:19]1. The catalyst class is: 3. (5) Reactant: Br[C:2]1[C:7]([NH:8][C:9](=[O:15])[O:10][C:11]([CH3:14])([CH3:13])[CH3:12])=[CH:6][CH:5]=[CH:4][N:3]=1.C([Li])CCC.[C:21](OCC)(=[O:27])[C:22]([O:24][CH2:25][CH3:26])=[O:23]. Product: [C:11]([O:10][C:9]([NH:8][C:7]1[C:2]([C:21](=[O:27])[C:22]([O:24][CH2:25][CH3:26])=[O:23])=[N:3][CH:4]=[CH:5][CH:6]=1)=[O:15])([CH3:14])([CH3:13])[CH3:12]. The catalyst class is: 1.